This data is from Forward reaction prediction with 1.9M reactions from USPTO patents (1976-2016). The task is: Predict the product of the given reaction. (1) Given the reactants [CH2:1]([O:3][C:4]1[CH:12]=[C:11]2[C:7]([CH:8]=[N:9][NH:10]2)=[CH:6][C:5]=1[NH:13][C:14]1[C:15]2[C:22]3[CH2:23][CH2:24][CH:25]([C:27]([OH:29])=O)[CH2:26][C:21]=3[S:20][C:16]=2[N:17]=[CH:18][N:19]=1)[CH3:2].[CH3:30][NH:31][CH:32]1[CH2:34][CH2:33]1, predict the reaction product. The product is: [CH:32]1([N:31]([CH3:30])[C:27]([CH:25]2[CH2:24][CH2:23][C:22]3[C:15]4[C:14]([NH:13][C:5]5[CH:6]=[C:7]6[C:11](=[CH:12][C:4]=5[O:3][CH2:1][CH3:2])[NH:10][N:9]=[CH:8]6)=[N:19][CH:18]=[N:17][C:16]=4[S:20][C:21]=3[CH2:26]2)=[O:29])[CH2:34][CH2:33]1. (2) Given the reactants FC(F)(F)C1[CH:8]=[CH:7][N:6]=[C:5]([N:9]2[C@@H:16]3[C@@H:11]([CH2:12][CH2:13][NH:14][CH2:15]3)[CH2:10]2)N=1.ClC1N=C(C(F)(F)F)[CH:23]=[CH:22][N:21]=1.C([O-])([O-])=O.[K+].[K+].CCN(C(C)C)C(C)C, predict the reaction product. The product is: [CH3:23][C:22]1[C:5]([N:9]2[C@@H:16]3[C@@H:11]([CH2:12][CH2:13][NH:14][CH2:15]3)[CH2:10]2)=[N:6][CH:7]=[CH:8][N:21]=1. (3) Given the reactants [Cl:1][C:2]1[C:11]([CH:12]=O)=[CH:10][C:9]2[C:4](=[CH:5][C:6]([F:14])=[CH:7][CH:8]=2)[N:3]=1.[CH3:15][C:16]([S@:19]([NH2:21])=[O:20])([CH3:18])[CH3:17], predict the reaction product. The product is: [Cl:1][C:2]1[C:11](/[CH:12]=[N:21]/[S@@:19]([C:16]([CH3:18])([CH3:17])[CH3:15])=[O:20])=[CH:10][C:9]2[C:4](=[CH:5][C:6]([F:14])=[CH:7][CH:8]=2)[N:3]=1.